This data is from Merck oncology drug combination screen with 23,052 pairs across 39 cell lines. The task is: Regression. Given two drug SMILES strings and cell line genomic features, predict the synergy score measuring deviation from expected non-interaction effect. (1) Drug 1: CCN(CC)CCNC(=O)c1c(C)[nH]c(C=C2C(=O)Nc3ccc(F)cc32)c1C. Drug 2: NC1(c2ccc(-c3nc4ccn5c(=O)[nH]nc5c4cc3-c3ccccc3)cc2)CCC1. Cell line: NCIH23. Synergy scores: synergy=1.48. (2) Drug 1: CN(C)C(=N)N=C(N)N. Drug 2: CC1(c2nc3c(C(N)=O)cccc3[nH]2)CCCN1. Cell line: UWB1289BRCA1. Synergy scores: synergy=-1.56. (3) Drug 1: O=S1(=O)NC2(CN1CC(F)(F)F)C1CCC2Cc2cc(C=CCN3CCC(C(F)(F)F)CC3)ccc2C1. Drug 2: CS(=O)(=O)CCNCc1ccc(-c2ccc3ncnc(Nc4ccc(OCc5cccc(F)c5)c(Cl)c4)c3c2)o1. Cell line: COLO320DM. Synergy scores: synergy=8.01. (4) Drug 1: CCc1c2c(nc3ccc(O)cc13)-c1cc3c(c(=O)n1C2)COC(=O)C3(O)CC. Drug 2: CCc1cnn2c(NCc3ccc[n+]([O-])c3)cc(N3CCCCC3CCO)nc12. Cell line: OCUBM. Synergy scores: synergy=-15.8. (5) Drug 1: CN1C(=O)C=CC2(C)C3CCC4(C)C(NC(=O)OCC(F)(F)F)CCC4C3CCC12. Drug 2: CC1(c2nc3c(C(N)=O)cccc3[nH]2)CCCN1. Cell line: KPL1. Synergy scores: synergy=21.8. (6) Drug 2: CCc1c2c(nc3ccc(O)cc13)-c1cc3c(c(=O)n1C2)COC(=O)C3(O)CC. Synergy scores: synergy=2.26. Drug 1: CCN(CC)CCNC(=O)c1c(C)[nH]c(C=C2C(=O)Nc3ccc(F)cc32)c1C. Cell line: LOVO. (7) Drug 1: O=C(CCCCCCC(=O)Nc1ccccc1)NO. Drug 2: CC1(c2nc3c(C(N)=O)cccc3[nH]2)CCCN1. Cell line: DLD1. Synergy scores: synergy=11.1.